The task is: Predict the product of the given reaction.. This data is from Forward reaction prediction with 1.9M reactions from USPTO patents (1976-2016). (1) Given the reactants [F:1][C:2]1[CH:7]=[CH:6][CH:5]=[CH:4][C:3]=1[C:8]1[CH:13]=[CH:12][C:11]([C:14]2[NH:18][C:17]3[CH:19]=[C:20](I)[CH:21]=[CH:22][C:16]=3[N:15]=2)=[CH:10][CH:9]=1.[CH3:24][CH:25]([Si:27]([CH:32]([CH3:34])[CH3:33])([CH:29]([CH3:31])[CH3:30])[S-:28])[CH3:26].[K+].O, predict the reaction product. The product is: [F:1][C:2]1[CH:7]=[CH:6][CH:5]=[CH:4][C:3]=1[C:8]1[CH:13]=[CH:12][C:11]([C:14]2[NH:18][C:17]3[CH:19]=[C:20]([S:28][Si:27]([CH:29]([CH3:31])[CH3:30])([CH:32]([CH3:34])[CH3:33])[CH:25]([CH3:24])[CH3:26])[CH:21]=[CH:22][C:16]=3[N:15]=2)=[CH:10][CH:9]=1. (2) The product is: [F:26][C:25]([F:28])([F:27])[CH2:24][O:8][C:6]1[CH:7]=[C:2]([F:1])[CH:3]=[CH:4][C:5]=1[N+:9]([O-:11])=[O:10]. Given the reactants [F:1][C:2]1[CH:3]=[CH:4][C:5]([N+:9]([O-:11])=[O:10])=[C:6]([OH:8])[CH:7]=1.C(=O)([O-])[O-].[Cs+].[Cs+].FC(F)(F)S(O[CH2:24][C:25]([F:28])([F:27])[F:26])(=O)=O, predict the reaction product. (3) The product is: [OH:1][CH2:2][CH2:3][C:4]([N:6]1[CH2:11][CH2:10][C:9]([C:12]2[C:13]([F:39])=[CH:14][C:15]([N:19]3[CH2:23][C@H:22]([CH2:24][NH:25][C:33]4[CH:37]=[CH:36][O:35][N:34]=4)[O:21][C:20]3=[O:38])=[CH:16][C:17]=2[F:18])=[CH:8][CH2:7]1)=[O:5]. Given the reactants [OH:1][CH2:2][CH2:3][C:4]([N:6]1[CH2:11][CH2:10][C:9]([C:12]2[C:17]([F:18])=[CH:16][C:15]([N:19]3[CH2:23][C@H:22]([CH2:24][N:25]([C:33]4[CH:37]=[CH:36][O:35][N:34]=4)C(OC(C)(C)C)=O)[O:21][C:20]3=[O:38])=[CH:14][C:13]=2[F:39])=[CH:8][CH2:7]1)=[O:5].FC(F)(F)C(O)=O, predict the reaction product. (4) Given the reactants [CH3:1][C:2]1([CH3:14])[C:6]([CH3:8])([CH3:7])[O:5][B:4]([C:9]2[CH:10]=[N:11][NH:12][CH:13]=2)[O:3]1.[C:15]1([CH:21](O)[CH2:22][CH3:23])[CH:20]=[CH:19][CH:18]=[CH:17][CH:16]=1.C1(P(C2C=CC=CC=2)C2C=CC=CC=2)C=CC=CC=1.N(C(OC(C)(C)C)=O)=NC(OC(C)(C)C)=O, predict the reaction product. The product is: [C:15]1([CH:21]([N:12]2[CH:13]=[C:9]([B:4]3[O:5][C:6]([CH3:7])([CH3:8])[C:2]([CH3:14])([CH3:1])[O:3]3)[CH:10]=[N:11]2)[CH2:22][CH3:23])[CH:20]=[CH:19][CH:18]=[CH:17][CH:16]=1. (5) Given the reactants C([Li:5])CCC.[CH:6]([NH:9][CH:10]([CH3:12])[CH3:11])([CH3:8])[CH3:7].[Cl:13][C:14]1[CH:22]=[CH:21][CH:20]=[C:19]2[C:15]=1[CH:16]=[CH:17][N:18]2[S:23]([C:26]1[CH:31]=[CH:30][C:29]([CH3:32])=[CH:28][CH:27]=1)(=[O:25])=[O:24].Cl[C:34]([O:36][CH3:37])=[O:35].Cl, predict the reaction product. The product is: [CH:6]([N-:9][CH:10]([CH3:12])[CH3:11])([CH3:8])[CH3:7].[Li+:5].[CH3:37][O:36][C:34]([C:17]1[N:18]([S:23]([C:26]2[CH:31]=[CH:30][C:29]([CH3:32])=[CH:28][CH:27]=2)(=[O:25])=[O:24])[C:19]2[C:15]([CH:16]=1)=[C:14]([Cl:13])[CH:22]=[CH:21][CH:20]=2)=[O:35].